From a dataset of Catalyst prediction with 721,799 reactions and 888 catalyst types from USPTO. Predict which catalyst facilitates the given reaction. (1) Reactant: [CH:1]1[C:13]2[C:12]3[CH2:11][CH2:10][N:9]([C:14]([NH:16][C:17]4[CH:18]=[C:19]([CH:25]=[CH:26][CH:27]=4)[C:20]([O:22][CH2:23][CH3:24])=[O:21])=[O:15])[CH2:8][C:7]=3[CH:6]=[N:5][C:4]=2[NH:3][N:2]=1.COC1C=CC(CN2C3N=CC4CNCCC=4C=3C=N2)=CC=1. Product: [CH:1]1[C:13]2[C:12]3[CH2:11][CH2:10][N:9]([C:14]([NH:16][C:17]4[CH:18]=[C:19]([CH:25]=[CH:26][CH:27]=4)[C:20]([OH:22])=[O:21])=[O:15])[CH2:8][C:7]=3[CH:6]=[N:5][C:4]=2[NH:3][N:2]=1.[CH:1]1[C:13]2[C:12]3[CH2:11][CH2:10][N:9]([C:14]([NH:16][C:17]4[CH:18]=[C:19]([CH:25]=[CH:26][CH:27]=4)[C:20]([O:22][CH2:23][CH3:24])=[O:21])=[O:15])[CH2:8][C:7]=3[CH:6]=[N:5][C:4]=2[NH:3][N:2]=1. The catalyst class is: 55. (2) Reactant: [CH2:1]([C:3]1[C:4]([O:16]C)=[N:5][C:6]([CH3:15])=[C:7]([C:9]2[N:10]([CH3:14])[N:11]=[CH:12][N:13]=2)[CH:8]=1)[CH3:2].[I-].[Na+].Cl[Si](C)(C)C. The catalyst class is: 10. Product: [CH2:1]([C:3]1[C:4](=[O:16])[NH:5][C:6]([CH3:15])=[C:7]([C:9]2[N:10]([CH3:14])[N:11]=[CH:12][N:13]=2)[CH:8]=1)[CH3:2].